This data is from Catalyst prediction with 721,799 reactions and 888 catalyst types from USPTO. The task is: Predict which catalyst facilitates the given reaction. Reactant: [N:1]([CH:4]([C:6]1[N:7]=[C:8]2[S:16][CH:15]=[C:14]([CH3:17])[N:9]2[C:10](=[O:13])[C:11]=1Br)[CH3:5])=[N+:2]=[N-:3].[F:18][C:19]1[CH:20]=[C:21](B(O)O)[CH:22]=[CH:23][CH:24]=1.C(=O)([O-])[O-].[Na+].[Na+]. Product: [N:1]([CH:4]([C:6]1[N:7]=[C:8]2[S:16][CH:15]=[C:14]([CH3:17])[N:9]2[C:10](=[O:13])[C:11]=1[C:23]1[CH:22]=[CH:21][CH:20]=[C:19]([F:18])[CH:24]=1)[CH3:5])=[N+:2]=[N-:3]. The catalyst class is: 667.